This data is from Full USPTO retrosynthesis dataset with 1.9M reactions from patents (1976-2016). The task is: Predict the reactants needed to synthesize the given product. (1) Given the product [CH2:20]([C:22]1[CH:23]=[C:24]([CH:28]=[C:29]([C:31]2[N:35]=[C:34]([C:36]([F:39])([F:38])[F:37])[O:33][N:32]=2)[CH:30]=1)[C:25]([NH:19][CH2:18][C:12]1([C:9]2[S:10][CH:11]=[C:7]([C:1]3[CH:2]=[CH:3][CH:4]=[CH:5][CH:6]=3)[N:8]=2)[CH2:13][CH2:14][O:15][CH2:16][CH2:17]1)=[O:26])[CH3:21], predict the reactants needed to synthesize it. The reactants are: [C:1]1([C:7]2[N:8]=[C:9]([C:12]3([CH2:18][NH2:19])[CH2:17][CH2:16][O:15][CH2:14][CH2:13]3)[S:10][CH:11]=2)[CH:6]=[CH:5][CH:4]=[CH:3][CH:2]=1.[CH2:20]([C:22]1[CH:23]=[C:24]([CH:28]=[C:29]([C:31]2[N:35]=[C:34]([C:36]([F:39])([F:38])[F:37])[O:33][N:32]=2)[CH:30]=1)[C:25](O)=[O:26])[CH3:21]. (2) The reactants are: [NH2:1][C:2]1[N:3]=[C:4]([N:18]2[CH2:26][CH:25]3[CH:20]([N:21]([C:27]([O:29][C:30]([CH3:33])([CH3:32])[CH3:31])=[O:28])[CH2:22][CH2:23][CH2:24]3)[CH2:19]2)[C:5]2[CH2:12][CH2:11][O:10][C:9]3[CH:13]=[C:14](I)[CH:15]=[CH:16][C:8]=3[C:6]=2[N:7]=1.[Cu][C:35]#[N:36]. Given the product [NH2:1][C:2]1[N:3]=[C:4]([N:18]2[CH2:26][CH:25]3[CH:20]([N:21]([C:27]([O:29][C:30]([CH3:33])([CH3:32])[CH3:31])=[O:28])[CH2:22][CH2:23][CH2:24]3)[CH2:19]2)[C:5]2[CH2:12][CH2:11][O:10][C:9]3[CH:13]=[C:14]([C:35]#[N:36])[CH:15]=[CH:16][C:8]=3[C:6]=2[N:7]=1, predict the reactants needed to synthesize it.